Dataset: Forward reaction prediction with 1.9M reactions from USPTO patents (1976-2016). Task: Predict the product of the given reaction. (1) Given the reactants [C:1]1([C:28]2[CH:33]=[CH:32][CH:31]=[CH:30][CH:29]=2)[CH:6]=[CH:5][C:4]([C:7]2[N:12]=[C:11]3[CH:13]=[C:14]([C:24]([OH:26])=[O:25])[N:15]([CH2:16][O:17]CC[Si](C)(C)C)[C:10]3=[CH:9][C:8]=2[Cl:27])=[CH:3][CH:2]=1.Cl, predict the reaction product. The product is: [C:1]1([C:28]2[CH:29]=[CH:30][CH:31]=[CH:32][CH:33]=2)[CH:6]=[CH:5][C:4]([C:7]2[N:12]=[C:11]3[CH:13]=[C:14]([C:24]([OH:26])=[O:25])[N:15]([CH2:16][OH:17])[C:10]3=[CH:9][C:8]=2[Cl:27])=[CH:3][CH:2]=1. (2) Given the reactants [CH:1]1([CH2:7][S:8][C:9]2[CH:10]=[C:11]([CH:14]=[C:15]([O:17]C)[CH:16]=2)[CH:12]=[O:13])[CH2:6][CH2:5][CH2:4][CH2:3][CH2:2]1.B(Br)(Br)Br, predict the reaction product. The product is: [CH:1]1([CH2:7][S:8][C:9]2[CH:10]=[C:11]([CH:14]=[C:15]([OH:17])[CH:16]=2)[CH:12]=[O:13])[CH2:2][CH2:3][CH2:4][CH2:5][CH2:6]1.